From a dataset of Full USPTO retrosynthesis dataset with 1.9M reactions from patents (1976-2016). Predict the reactants needed to synthesize the given product. (1) Given the product [C:3]1([CH:2]([S:16][C:10]2[CH:15]=[CH:14][CH:13]=[CH:12][CH:11]=2)[CH2:1][OH:9])[CH:8]=[CH:7][CH:6]=[CH:5][CH:4]=1, predict the reactants needed to synthesize it. The reactants are: [CH2:1]1[O:9][CH:2]1[C:3]1[CH:8]=[CH:7][CH:6]=[CH:5][CH:4]=1.[C:10]1([SH:16])[CH:15]=[CH:14][CH:13]=[CH:12][CH:11]=1.[O-]S(C(F)(F)F)(=O)=O.[Ga+3].[O-]S(C(F)(F)F)(=O)=O.[O-]S(C(F)(F)F)(=O)=O. (2) Given the product [OH:10][CH2:9][CH2:11][NH:12][C:2](=[O:3])[O:4][CH2:5][C:6]1[CH:7]=[CH:8][C:24]([O:23][C:20](=[O:22])[CH3:21])=[CH:25][CH:13]=1, predict the reactants needed to synthesize it. The reactants are: Cl[C:2]([O:4][CH2:5][CH2:6][CH2:7][CH3:8])=[O:3].[CH2:9]([CH2:11][NH2:12])[OH:10].[CH2:13](N(CC)CC)C.[C:20]([O:23][CH2:24][CH3:25])(=[O:22])[CH3:21].